Task: Predict the product of the given reaction.. Dataset: Forward reaction prediction with 1.9M reactions from USPTO patents (1976-2016) (1) Given the reactants C[N:2](C(ON1N=NC2C=CC=NC1=2)=[N+](C)C)C.F[P-](F)(F)(F)(F)F.[Cl-].[NH4+].C(N(CC)CC)C.FC(F)(F)C(O)=O.[F:41][C:42]([F:70])([F:69])[CH2:43][N:44]1[C:48]([C:49]2[N:58]=[C:57]3[N:51]([CH2:52][CH2:53][O:54][C:55]4[CH:62]=[C:61]([NH:63][CH:64]([CH3:68])[C:65]([OH:67])=O)[CH:60]=[CH:59][C:56]=43)[CH:50]=2)=[N:47][CH:46]=[N:45]1, predict the reaction product. The product is: [F:41][C:42]([F:69])([F:70])[CH2:43][N:44]1[C:48]([C:49]2[N:58]=[C:57]3[C:56]4[CH:59]=[CH:60][C:61]([NH:63][C@@H:64]([CH3:68])[C:65]([NH2:2])=[O:67])=[CH:62][C:55]=4[O:54][CH2:53][CH2:52][N:51]3[CH:50]=2)=[N:47][CH:46]=[N:45]1. (2) Given the reactants [S:1]1[CH2:5][CH2:4][N:3]=[C:2]1[NH:6][CH:7]([C:17]1[CH:22]=[CH:21][CH:20]=[C:19]([Cl:23])[C:18]=1[Cl:24])[CH2:8][C:9]1[CH:14]=[C:13]([CH3:15])[CH:12]=[C:11]([CH3:16])[CH:10]=1.C([O-])(C)(C)C.[K+].Br[CH2:32][CH2:33][CH2:34][O:35][CH:36]1[CH2:41][CH2:40][CH2:39][CH2:38][O:37]1, predict the reaction product. The product is: [O:37]1[CH2:38][CH2:39][CH2:40][CH2:41][CH:36]1[O:35][CH2:34][CH2:33][CH2:32][N:3]1[CH2:4][CH2:5][S:1][C:2]1=[N:6][CH:7]([C:17]1[CH:22]=[CH:21][CH:20]=[C:19]([Cl:23])[C:18]=1[Cl:24])[CH2:8][C:9]1[CH:10]=[C:11]([CH3:16])[CH:12]=[C:13]([CH3:15])[CH:14]=1. (3) Given the reactants [CH2:1]([O:3][C:4](=[O:19])[C:5]1[CH:10]=[CH:9][C:8]([C:11]([F:14])([F:13])[F:12])=[N:7][C:6]=1[NH:15][NH:16][CH:17]=O)[CH3:2].P(Cl)(Cl)(Cl)=O.C(=O)(O)[O-].[Na+], predict the reaction product. The product is: [CH2:1]([O:3][C:4]([C:5]1[C:6]2[N:7]([CH:17]=[N:16][N:15]=2)[C:8]([C:11]([F:14])([F:13])[F:12])=[CH:9][CH:10]=1)=[O:19])[CH3:2]. (4) The product is: [C:35]([NH:34][C:30]1[CH:29]=[C:28]([CH:25]2[CH2:26][CH2:27][N:22]([CH2:21][C:16]3[CH:17]=[CH:18][CH:19]=[C:20]4[C:15]=3[CH:14]=[CH:13][N:12]4[C:2]3[CH:11]=[CH:10][C:5]([C:6]([O:8][CH3:9])=[O:7])=[CH:4][CH:3]=3)[CH2:23][CH2:24]2)[CH:33]=[CH:32][CH:31]=1)(=[O:39])[CH:36]([CH3:38])[CH3:37]. Given the reactants I[C:2]1[CH:11]=[CH:10][C:5]([C:6]([O:8][CH3:9])=[O:7])=[CH:4][CH:3]=1.[NH:12]1[C:20]2[C:15](=[C:16]([CH2:21][N:22]3[CH2:27][CH2:26][CH:25]([C:28]4[CH:29]=[C:30]([NH:34][C:35](=[O:39])[CH:36]([CH3:38])[CH3:37])[CH:31]=[CH:32][CH:33]=4)[CH2:24][CH2:23]3)[CH:17]=[CH:18][CH:19]=2)[CH:14]=[CH:13]1, predict the reaction product. (5) Given the reactants [CH2:1]([O:3][C:4]1[CH:9]=[C:8]([O:10][CH2:11][CH2:12][CH2:13][C:14]2[C:15]([OH:29])=[N:16][N:17]([C:19]3[CH:24]=[CH:23][C:22]([C:25]([F:28])([F:27])[F:26])=[CH:21][N:20]=3)[CH:18]=2)[CH:7]=[CH:6][C:5]=1[CH2:30][CH2:31][C:32]([O:34]C)=[O:33])[CH3:2].I[CH2:37][CH2:38][CH3:39].CN(C)C=O.[H-].[Na+], predict the reaction product. The product is: [CH2:1]([O:3][C:4]1[CH:9]=[C:8]([O:10][CH2:11][CH2:12][CH2:13][C:14]2[C:15]([O:29][CH2:37][CH2:38][CH3:39])=[N:16][N:17]([C:19]3[CH:24]=[CH:23][C:22]([C:25]([F:27])([F:26])[F:28])=[CH:21][N:20]=3)[CH:18]=2)[CH:7]=[CH:6][C:5]=1[CH2:30][CH2:31][C:32]([OH:34])=[O:33])[CH3:2].